Dataset: Reaction yield outcomes from USPTO patents with 853,638 reactions. Task: Predict the reaction yield, written as a fraction of the theoretical maximum amount of product (1.0 means a 100% yield; for example, 0.34 means a 34% yield). (1) The reactants are [OH:1][C:2]1[CH:7]=[CH:6][CH:5]=[CH:4][C:3]=1[C:8]1[N:13]([CH2:14][CH2:15][C:16]2[CH:21]=[CH:20][CH:19]=[CH:18][CH:17]=2)[C:12](=[O:22])[CH:11]=[C:10]([CH2:23]N2CCCCC2)[N:9]=1.N1C2C(=CC=C3C=2N=CC=C3)C=CC=1.C(=O)([O-])[O-].[Cs+].[Cs+].[CH:50]([OH:53])([CH3:52])[CH3:51]. The catalyst is C1(C)C=CC=CC=1.[Cu](I)I. The product is [OH:1][C:2]1[CH:7]=[CH:6][CH:5]=[CH:4][C:3]=1[C:8]1[N:13]([CH2:14][CH2:15][C:16]2[CH:17]=[CH:18][CH:19]=[CH:20][CH:21]=2)[C:12](=[O:22])[C:11]([O:53][CH:50]([CH3:52])[CH3:51])=[C:10]([CH3:23])[N:9]=1. The yield is 0.840. (2) The reactants are CC1(C)CCCC(C)(C)N1.[CH2:11]([Li])[CH2:12][CH2:13][CH3:14].C1(N=C[C:24]2[CH:29]=[CH:28][CH:27]=[C:26]([O:30]C)C=2)CCCCC1.ICC.[NH4+].[Cl-].Cl.C1C[O:41][CH2:40]C1. The catalyst is O. The product is [CH2:13]([C:12]1[C:11]([O:41][CH3:40])=[CH:24][CH:29]=[CH:28][C:27]=1[CH:26]=[O:30])[CH3:14]. The yield is 0.630.